Predict the product of the given reaction. From a dataset of Forward reaction prediction with 1.9M reactions from USPTO patents (1976-2016). (1) Given the reactants [C:1]([C:5]1[S:6][C:7]([C:28]([OH:30])=O)=[C:8]([CH2:10][NH:11][C:12]2[CH:17]=[CH:16][CH:15]=[C:14]([B:18]3[O:22][C:21]([CH3:24])([CH3:23])[C:20]([CH3:26])([CH3:25])[O:19]3)[C:13]=2[CH3:27])[N:9]=1)([CH3:4])([CH3:3])[CH3:2].C(N(CC)C(C)C)(C)C, predict the reaction product. The product is: [C:1]([C:5]1[S:6][C:7]2[C:28](=[O:30])[N:11]([C:12]3[CH:17]=[CH:16][CH:15]=[C:14]([B:18]4[O:19][C:20]([CH3:26])([CH3:25])[C:21]([CH3:23])([CH3:24])[O:22]4)[C:13]=3[CH3:27])[CH2:10][C:8]=2[N:9]=1)([CH3:3])([CH3:2])[CH3:4]. (2) Given the reactants [Br:1][C:2]1[N:7]=[C:6]([C:8]([OH:10])=O)[CH:5]=[CH:4][CH:3]=1.C1N=CN(C(N2C=NC=C2)=O)C=1.Cl.[NH2:24][CH2:25][C:26]1[CH:34]=[CH:33][CH:32]=[C:31]2[C:27]=1[C:28](=[O:44])[N:29]([CH:36]1[CH2:41][CH2:40][C:39](=[O:42])[NH:38][C:37]1=[O:43])[C:30]2=[O:35].C(N(CC)CC)C, predict the reaction product. The product is: [O:43]=[C:37]1[CH:36]([N:29]2[C:28](=[O:44])[C:27]3[C:31](=[CH:32][CH:33]=[CH:34][C:26]=3[CH2:25][NH:24][C:8]([C:6]3[CH:5]=[CH:4][CH:3]=[C:2]([Br:1])[N:7]=3)=[O:10])[C:30]2=[O:35])[CH2:41][CH2:40][C:39](=[O:42])[NH:38]1. (3) The product is: [NH2:54][C:55]1[CH:60]=[CH:59][CH:58]=[CH:57][C:56]=1[NH:61][C:62](=[O:74])[C:63]1[CH:68]=[CH:67][C:66]([NH:69][CH2:70][CH2:71][CH2:72][NH:73][C:38]([C:39]2[C:40]([CH3:41])=[C:52]([CH:53]=[N:13][N:12]=[C:5]3[C:4]4[C:75](=[CH:9][CH:10]=[C:2]([F:1])[CH:3]=4)[NH:76][C:78]3=[O:79])[NH:49][C:50]=2[CH3:51])=[O:37])=[N:65][CH:64]=1. Given the reactants [F:1][C:2]1[CH:3]=[C:4]2C(=[CH:9][CH:10]=1)NC(=O)[C:5]2=[N:12][N:13]=CC1(C)CC(C)(C(O)=O)CN1.Cl.C(N=C=NCCCN(C)C)C.[OH:37][C:38]1C2N=NNC=2[CH:41]=[CH:40][CH:39]=1.C([N:49]([CH2:52][CH3:53])[CH2:50][CH3:51])C.[NH2:54][C:55]1[CH:60]=[CH:59][CH:58]=[CH:57][C:56]=1[NH:61][C:62](=[O:74])[C:63]1[CH:68]=[CH:67][C:66]([NH:69][CH2:70][CH2:71][CH2:72][NH2:73])=[N:65][CH:64]=1.[CH3:75][N:76]([CH:78]=[O:79])C, predict the reaction product. (4) Given the reactants [F:1][C:2]1[CH:3]=[CH:4][C:5]([CH2:11][OH:12])=[C:6]([CH:10]=1)[C:7]([OH:9])=[O:8], predict the reaction product. The product is: [F:1][C:2]1[CH:3]=[CH:4][C:5]([CH:11]=[O:12])=[C:6]([CH:10]=1)[C:7]([OH:9])=[O:8]. (5) The product is: [CH3:16][Si:17]([CH3:19])([CH3:18])[C:20]1[C:4]2[C:3]([CH:2]=[C:15]3[C:21]=1[C:11]([C:10]#[CH:9])=[CH:12][CH:13]=[CH:14]3)=[CH:8][CH:7]=[CH:6][CH:5]=2. Given the reactants Br[C:2]1[C:3]2[C:8]([CH:9]=[C:10]3[C:15]=1[CH:14]=[CH:13][CH:12]=[CH:11]3)=[CH:7][CH:6]=[CH:5][CH:4]=2.[CH3:16][Si:17]([C:20]#[CH:21])([CH3:19])[CH3:18], predict the reaction product. (6) Given the reactants [CH2:1]([C@@H:8]1[CH2:12][O:11][C:10](=[O:13])[N:9]1[C:14](=[O:19])[CH2:15][CH2:16][CH:17]=[CH2:18])[C:2]1[CH:7]=[CH:6][CH:5]=[CH:4][CH:3]=1.C[Si]([N-][Si](C)(C)C)(C)C.[Li+].Br[CH2:31][C:32]1[C:37]([Cl:38])=[CH:36][C:35]([C:39]2[CH:44]=[CH:43][C:42]([F:45])=[CH:41][CH:40]=2)=[CH:34][C:33]=1[Cl:46], predict the reaction product. The product is: [CH2:1]([C@@H:8]1[CH2:12][O:11][C:10](=[O:13])[N:9]1[C:14](=[O:19])[C@H:15]([CH2:31][C:32]1[C:33]([Cl:46])=[CH:34][C:35]([C:39]2[CH:40]=[CH:41][C:42]([F:45])=[CH:43][CH:44]=2)=[CH:36][C:37]=1[Cl:38])[CH2:16][CH:17]=[CH2:18])[C:2]1[CH:3]=[CH:4][CH:5]=[CH:6][CH:7]=1.